From a dataset of Forward reaction prediction with 1.9M reactions from USPTO patents (1976-2016). Predict the product of the given reaction. (1) Given the reactants Cl[C:2]1[S:3][C:4]([C:19]([O:21][CH3:22])=[O:20])=[C:5]([C:7]2[N:12]=[C:11]([N:13]3[CH2:18][CH2:17][CH2:16][CH2:15][CH2:14]3)[CH:10]=[CH:9][N:8]=2)[N:6]=1.C(N(CC)C(C)C)(C)C.[Cl:32][C:33]1[C:37]([Cl:38])=[C:36]([CH3:39])[NH:35][C:34]=1[C:40]([NH:42][C@@H:43]1[CH2:48][CH2:47][NH:46][CH2:45][C@@H:44]1[O:49][CH3:50])=[O:41], predict the reaction product. The product is: [Cl:32][C:33]1[C:37]([Cl:38])=[C:36]([CH3:39])[NH:35][C:34]=1[C:40]([NH:42][C@@H:43]1[CH2:48][CH2:47][N:46]([C:2]2[S:3][C:4]([C:19]([O:21][CH3:22])=[O:20])=[C:5]([C:7]3[N:12]=[C:11]([N:13]4[CH2:18][CH2:17][CH2:16][CH2:15][CH2:14]4)[CH:10]=[CH:9][N:8]=3)[N:6]=2)[CH2:45][C@@H:44]1[O:49][CH3:50])=[O:41]. (2) The product is: [Cl:1][C:2]1[N:7]=[CH:6][C:5]([C:8]([NH:11][CH2:12][CH3:13])([CH3:9])[CH3:10])=[CH:4][CH:3]=1. Given the reactants [Cl:1][C:2]1[N:7]=[CH:6][C:5]([C:8]([NH:11][C:12](=O)[CH3:13])([CH3:10])[CH3:9])=[CH:4][CH:3]=1.Cl, predict the reaction product.